This data is from Full USPTO retrosynthesis dataset with 1.9M reactions from patents (1976-2016). The task is: Predict the reactants needed to synthesize the given product. (1) Given the product [F:11][C:6]1[N:5]([CH3:12])[N:4]=[C:3]([CH:2]([F:13])[F:1])[C:7]=1[C:8]([OH:14])=[O:9], predict the reactants needed to synthesize it. The reactants are: [F:1][CH:2]([F:13])[C:3]1[C:7]([C:8](F)=[O:9])=[C:6]([F:11])[N:5]([CH3:12])[N:4]=1.[OH-:14].[Na+].Cl. (2) Given the product [N+:1]([C:4]1[C:12]([C:14]2[CH:15]=[CH:16][C:17]([C:20]([F:21])([F:22])[F:23])=[CH:18][CH:19]=2)=[CH:11][CH:10]=[CH:9][C:5]=1[C:6]([NH2:26])=[O:7])([O-:3])=[O:2], predict the reactants needed to synthesize it. The reactants are: [N+:1]([C:4]1[CH:12]=[CH:11][CH:10]=[CH:9][C:5]=1[C:6](Cl)=[O:7])([O-:3])=[O:2].N[C:14]1[CH:19]=[CH:18][C:17]([C:20]([F:23])([F:22])[F:21])=[CH:16][CH:15]=1.C([N:26](CC)CC)C.C(=O)([O-])O.[Na+]. (3) The reactants are: C[O:2]C1(F)O[C:6]([C:12]([F:15])([F:14])[F:13])([C:8]([F:11])([F:10])[F:9])[O:5]O1.CSC. Given the product [OH2:2].[OH2:2].[OH2:2].[F:9][C:8]([F:11])([F:10])[C:6]([C:12]([F:15])([F:14])[F:13])=[O:5], predict the reactants needed to synthesize it. (4) The reactants are: [CH2:1]([C:4]1[CH:5]=[C:6](/[CH:9]=[CH:10]/[C:11]([O:13][CH2:14][CH3:15])=[O:12])[NH:7][CH:8]=1)[CH2:2][CH3:3].[H][H]. Given the product [CH2:1]([C:4]1[CH:5]=[C:6]([CH2:9][CH2:10][C:11]([O:13][CH2:14][CH3:15])=[O:12])[NH:7][CH:8]=1)[CH2:2][CH3:3], predict the reactants needed to synthesize it. (5) Given the product [CH3:8][C:2]([O:9][C:10]1[CH:15]=[CH:14][C:13]([C:16]([F:18])([F:19])[F:17])=[CH:12][N:11]=1)([CH3:1])[C:3]([OH:5])=[O:4], predict the reactants needed to synthesize it. The reactants are: [CH3:1][C:2]([O:9][C:10]1[CH:15]=[CH:14][C:13]([C:16]([F:19])([F:18])[F:17])=[CH:12][N:11]=1)([CH3:8])[C:3]([O:5]CC)=[O:4].[OH-].[Na+]. (6) Given the product [CH:16]1([C@H:4]2[C@H:3]([CH3:19])[C@@H:2]([NH:1][C:21]3[CH:26]=[N:25][C:24]([CH3:27])=[CH:23][N:22]=3)[C:11]3[C:6](=[CH:7][CH:8]=[C:9]([F:12])[CH:10]=3)[N:5]2[C:13](=[O:15])[CH3:14])[CH2:18][CH2:17]1, predict the reactants needed to synthesize it. The reactants are: [NH2:1][C@H:2]1[C:11]2[C:6](=[CH:7][CH:8]=[C:9]([F:12])[CH:10]=2)[N:5]([C:13](=[O:15])[CH3:14])[C@@H:4]([CH:16]2[CH2:18][CH2:17]2)[C@@H:3]1[CH3:19].Br[C:21]1[CH:26]=[N:25][C:24]([CH3:27])=[CH:23][N:22]=1.CC(C)([O-])C.[Na+].CN(C1C(C2C(P(C3CCCCC3)C3CCCCC3)=CC=CC=2)=CC=CC=1)C.